From a dataset of NCI-60 drug combinations with 297,098 pairs across 59 cell lines. Regression. Given two drug SMILES strings and cell line genomic features, predict the synergy score measuring deviation from expected non-interaction effect. (1) Drug 1: C1CCN(CC1)CCOC2=CC=C(C=C2)C(=O)C3=C(SC4=C3C=CC(=C4)O)C5=CC=C(C=C5)O. Drug 2: C1=C(C(=O)NC(=O)N1)F. Cell line: OVCAR-5. Synergy scores: CSS=25.0, Synergy_ZIP=0.108, Synergy_Bliss=-1.45, Synergy_Loewe=-2.59, Synergy_HSA=-1.83. (2) Drug 1: CNC(=O)C1=CC=CC=C1SC2=CC3=C(C=C2)C(=NN3)C=CC4=CC=CC=N4. Drug 2: CC12CCC3C(C1CCC2=O)CC(=C)C4=CC(=O)C=CC34C. Cell line: TK-10. Synergy scores: CSS=37.8, Synergy_ZIP=0.873, Synergy_Bliss=-0.408, Synergy_Loewe=-1.34, Synergy_HSA=-0.677. (3) Drug 1: CC=C1C(=O)NC(C(=O)OC2CC(=O)NC(C(=O)NC(CSSCCC=C2)C(=O)N1)C(C)C)C(C)C. Drug 2: N.N.Cl[Pt+2]Cl. Cell line: A549. Synergy scores: CSS=78.4, Synergy_ZIP=3.72, Synergy_Bliss=2.92, Synergy_Loewe=-0.207, Synergy_HSA=4.24. (4) Drug 1: C(CC(=O)O)C(=O)CN.Cl. Drug 2: CC(C)NC(=O)C1=CC=C(C=C1)CNNC.Cl. Cell line: 786-0. Synergy scores: CSS=25.0, Synergy_ZIP=-1.02, Synergy_Bliss=1.80, Synergy_Loewe=2.09, Synergy_HSA=2.72. (5) Drug 1: CN1CCC(CC1)COC2=C(C=C3C(=C2)N=CN=C3NC4=C(C=C(C=C4)Br)F)OC. Drug 2: COC1=C(C=C2C(=C1)N=CN=C2NC3=CC(=C(C=C3)F)Cl)OCCCN4CCOCC4. Cell line: 786-0. Synergy scores: CSS=37.3, Synergy_ZIP=6.56, Synergy_Bliss=11.8, Synergy_Loewe=12.9, Synergy_HSA=14.0. (6) Drug 2: CC=C1C(=O)NC(C(=O)OC2CC(=O)NC(C(=O)NC(CSSCCC=C2)C(=O)N1)C(C)C)C(C)C. Drug 1: CC1=C(C=C(C=C1)C(=O)NC2=CC(=CC(=C2)C(F)(F)F)N3C=C(N=C3)C)NC4=NC=CC(=N4)C5=CN=CC=C5. Synergy scores: CSS=19.6, Synergy_ZIP=3.75, Synergy_Bliss=3.99, Synergy_Loewe=-69.1, Synergy_HSA=-1.47. Cell line: ACHN.